This data is from Catalyst prediction with 721,799 reactions and 888 catalyst types from USPTO. The task is: Predict which catalyst facilitates the given reaction. (1) The catalyst class is: 27. Reactant: [CH3:1][O:2][C:3](=[O:16])[C:4]1[CH:9]=[C:8]([N+:10]([O-:12])=[O:11])[C:7]([NH2:13])=[C:6]([F:14])[C:5]=1F.[NH2:17][C:18]1[C:19]([CH3:24])=[CH:20][CH:21]=[CH:22][CH:23]=1. Product: [CH3:1][O:2][C:3](=[O:16])[C:4]1[CH:9]=[C:8]([N+:10]([O-:12])=[O:11])[C:7]([NH2:13])=[C:6]([F:14])[C:5]=1[NH:17][C:18]1[CH:23]=[CH:22][CH:21]=[CH:20][C:19]=1[CH3:24]. (2) Reactant: [CH3:1][O:2][C:3](=[O:12])[CH2:4][C:5]1[CH:6]=[N:7][CH:8]=[C:9](Br)[CH:10]=1.C1(P(C2CCCCC2)C2C=CC=CC=2C2C(OC)=CC=CC=2OC)CCCCC1.P([O-])([O-])([O-])=O.[K+].[K+].[K+].[CH2:50]([C:52]([C:75]1[CH:80]=[CH:79][C:78](B2OC(C)(C)C(C)(C)O2)=[C:77]([CH3:90])[CH:76]=1)([C:55]1[CH:60]=[CH:59][C:58]([C:61]#[C:62][C:63]2([O:69][Si:70]([CH3:73])([CH3:72])[CH3:71])[CH2:68][CH2:67][S:66][CH2:65][CH2:64]2)=[C:57]([CH3:74])[CH:56]=1)[CH2:53][CH3:54])[CH3:51]. Product: [CH3:1][O:2][C:3](=[O:12])[CH2:4][C:5]1[CH:6]=[N:7][CH:8]=[C:9]([C:78]2[CH:79]=[CH:80][C:75]([C:52]([CH2:53][CH3:54])([C:55]3[CH:60]=[CH:59][C:58]([C:61]#[C:62][C:63]4([O:69][Si:70]([CH3:71])([CH3:73])[CH3:72])[CH2:68][CH2:67][S:66][CH2:65][CH2:64]4)=[C:57]([CH3:74])[CH:56]=3)[CH2:50][CH3:51])=[CH:76][C:77]=2[CH3:90])[CH:10]=1. The catalyst class is: 493. (3) Reactant: C[C:2]1([CH3:10])[O:9][C:7](=[O:8])[CH2:6][C:4](=[O:5])O1.N1C=CC=CC=1.[F:17][C:18]1[CH:35]=[CH:34][CH:33]=[C:32]([F:36])[C:19]=1[CH2:20][O:21][C:22]1[CH:31]=[CH:30][C:25]([CH2:26]C(Cl)=O)=[CH:24][CH:23]=1.Cl. Product: [F:17][C:18]1[CH:35]=[CH:34][CH:33]=[C:32]([F:36])[C:19]=1[CH2:20][O:21][C:22]1[CH:23]=[CH:24][C:25]([CH2:26][C:4](=[O:5])[CH2:6][C:7]([O:9][CH2:2][CH3:10])=[O:8])=[CH:30][CH:31]=1. The catalyst class is: 4. (4) Reactant: C1([NH2:7])CCCCC1.[CH:8]1([OH:14])[CH2:13][CH2:12][CH2:11][CH2:10][CH2:9]1.[C:15]([O:23]C)(=[O:22])[C:16]1[CH:21]=[CH:20][CH:19]=[CH:18][CH:17]=1. Product: [C:15]([O:14][CH:8]1[CH2:13][CH2:12][CH2:11][CH2:10][CH2:9]1)(=[O:22])[C:16]1[CH:21]=[CH:20][CH:19]=[CH:18][CH:17]=1.[CH:8]1([C:17]2[CH:18]=[CH:19][CH:20]=[CH:21][C:16]=2[C:15]([NH2:7])=[O:23])[CH2:13][CH2:12][CH2:11][CH2:10][CH2:9]1. The catalyst class is: 740. (5) Reactant: [CH3:1][N:2]([CH3:16])[CH2:3][CH:4]([NH:6][C:7]1[CH:12]=[CH:11][C:10]([N+:13]([O-])=O)=[CH:9][CH:8]=1)[CH3:5].O.NN. Product: [CH3:16][N:2]([CH3:1])[CH2:3][CH:4]([NH:6][C:7]1[CH:8]=[CH:9][C:10]([NH2:13])=[CH:11][CH:12]=1)[CH3:5]. The catalyst class is: 171. (6) Reactant: [NH2-:1].[Li+].Cl[SiH:4]1[N:8]([C:9]([CH3:12])([CH3:11])[CH3:10])[CH:7]=[CH:6][N:5]1[C:13]([CH3:16])([CH3:15])[CH3:14].CCCCCC. Product: [NH2:1][SiH:4]1[N:8]([C:9]([CH3:12])([CH3:11])[CH3:10])[CH:7]=[CH:6][N:5]1[C:13]([CH3:16])([CH3:15])[CH3:14]. The catalyst class is: 57. (7) Reactant: [Cl:1][C:2]1[CH:7]=[CH:6][CH:5]=[CH:4][C:3]=1B(O)O.C(=O)([O-])[O-].[Cs+].[Cs+].Br[C:18]1[CH:41]=[CH:40][C:21]([O:22][CH2:23][C:24]2([C:37]([OH:39])=[O:38])[CH2:27][N:26]([C:28](=[O:36])[C:29]3[CH:34]=[CH:33][C:32]([F:35])=[CH:31][CH:30]=3)[CH2:25]2)=[CH:20][CH:19]=1. Product: [Cl:1][C:2]1[CH:7]=[CH:6][CH:5]=[CH:4][C:3]=1[C:18]1[CH:41]=[CH:40][C:21]([O:22][CH2:23][C:24]2([C:37]([OH:39])=[O:38])[CH2:25][N:26]([C:28](=[O:36])[C:29]3[CH:30]=[CH:31][C:32]([F:35])=[CH:33][CH:34]=3)[CH2:27]2)=[CH:20][CH:19]=1. The catalyst class is: 70. (8) Reactant: [O:1]=[C:2]1[C:11]2[CH:10]=[C:9]([C:12]([O-])=[O:13])[CH:8]=[CH:7][C:6]=2[N:5]=[C:4]2[CH2:15][CH2:16][CH2:17][N:3]12.[H-].[Li+].[Al+3].[H-].[H-].[H-]. Product: [OH:13][CH2:12][C:9]1[CH:8]=[CH:7][C:6]2[N:5]=[C:4]3[CH2:15][CH2:16][CH2:17][N:3]3[C:2](=[O:1])[C:11]=2[CH:10]=1. The catalyst class is: 7.